From a dataset of Aqueous solubility values for 9,982 compounds from the AqSolDB database. Regression/Classification. Given a drug SMILES string, predict its absorption, distribution, metabolism, or excretion properties. Task type varies by dataset: regression for continuous measurements (e.g., permeability, clearance, half-life) or binary classification for categorical outcomes (e.g., BBB penetration, CYP inhibition). For this dataset (solubility_aqsoldb), we predict Y. (1) The molecule is COC(=O)c1c(Cl)c(Cl)c(C(=O)OC)c(Cl)c1Cl. The Y is -5.82 log mol/L. (2) The drug is CCCCC(CC)COC(=O)c1ccc(C(=O)OCC(CC)CCCC)cc1. The Y is -8.99 log mol/L. (3) The drug is O=[N+]([O-])C(Br)(CO)CO. The Y is 0.127 log mol/L. (4) The compound is CC(C)C1(C)N=C(c2nc3ccccc3cc2C(=O)O)NC1=O. The Y is -3.72 log mol/L. (5) The drug is O=C1CN(/N=C/c2ccc([N+](=O)[O-])o2)C(=O)N1CO. The Y is -2.91 log mol/L.